From a dataset of Forward reaction prediction with 1.9M reactions from USPTO patents (1976-2016). Predict the product of the given reaction. (1) Given the reactants [C:1]([O:9][C:10]1([CH2:24][C:25]2[C:33]3[C:28](=[CH:29][CH:30]=[CH:31][CH:32]=3)[NH:27][CH:26]=2)[C:18]2[C:13](=[CH:14][CH:15]=[C:16](Cl)[CH:17]=2)[N:12]([CH2:20][CH2:21][CH3:22])[C:11]1=[O:23])(=[O:8])[C:2]1[CH:7]=[CH:6][CH:5]=[CH:4][CH:3]=1.[C:34](OC1C2C(=CC=CC=2)N(CCCC)C1=O)(=O)C1C=CC=CC=1.C(OCC1C2C(=CC=CC=2)N(C(=O)C2C=CC=CC=2)C=1)(=O)C1C=CC=CC=1, predict the reaction product. The product is: [C:1]([O:9][C:10]1([CH2:24][C:25]2[C:33]3[C:28](=[CH:29][CH:30]=[CH:31][CH:32]=3)[NH:27][CH:26]=2)[C:18]2[C:13](=[CH:14][CH:15]=[CH:16][CH:17]=2)[N:12]([CH2:20][CH2:21][CH2:22][CH3:34])[C:11]1=[O:23])(=[O:8])[C:2]1[CH:7]=[CH:6][CH:5]=[CH:4][CH:3]=1. (2) Given the reactants [CH3:1][O:2][C:3](=[O:12])[CH2:4][C:5]1[CH:10]=[CH:9][C:8]([Cl:11])=[CH:7][CH:6]=1.[H-].[Na+].[CH3:15][O:16][C:17](=O)[O:18]C.Cl, predict the reaction product. The product is: [CH3:1][O:2][C:3](=[O:12])[CH:4]([C:5]1[CH:10]=[CH:9][C:8]([Cl:11])=[CH:7][CH:6]=1)[C:17]([O:16][CH3:15])=[O:18]. (3) Given the reactants [Br:1][C:2]1[CH:7]=[CH:6][C:5]([F:8])=[CH:4][C:3]=1[C:9]1[C:18]2[C:17](=[O:19])[N:16]([CH3:20])[C:15](=[O:21])[N:14]([CH3:22])[C:13]=2[N:12]=[C:11](Cl)[C:10]=1[C:24]#[N:25].[C:26]1([CH:32]([NH2:40])[CH2:33][C:34]2[CH:39]=[CH:38][CH:37]=[CH:36][CH:35]=2)[CH:31]=[CH:30][CH:29]=[CH:28][CH:27]=1.NCC1C(N2CCOCC2)=NC2N(C)C(=O)N(C)C(=O)C=2C=1C1C=C(F)C=CC=1Br, predict the reaction product. The product is: [NH2:25][CH2:24][C:10]1[C:11]([NH:40][CH:32]([C:26]2[CH:31]=[CH:30][CH:29]=[CH:28][CH:27]=2)[CH2:33][C:34]2[CH:39]=[CH:38][CH:37]=[CH:36][CH:35]=2)=[N:12][C:13]2[N:14]([CH3:22])[C:15](=[O:21])[N:16]([CH3:20])[C:17](=[O:19])[C:18]=2[C:9]=1[C:3]1[CH:4]=[C:5]([F:8])[CH:6]=[CH:7][C:2]=1[Br:1].